Predict the reactants needed to synthesize the given product. From a dataset of Full USPTO retrosynthesis dataset with 1.9M reactions from patents (1976-2016). (1) The reactants are: C(N(CC)C(C)C)(C)C.Cl.[NH:11]1[CH2:16][CH2:15][C:14]2([C:24]3[C:19](=[CH:20][CH:21]=[CH:22][CH:23]=3)[NH:18][C:17]2=[O:25])[CH2:13][CH2:12]1.[Cl:26][C:27]1[C:28]([CH3:37])=[C:29]([S:33](Cl)(=[O:35])=[O:34])[CH:30]=[CH:31][CH:32]=1. Given the product [Cl:26][C:27]1[C:28]([CH3:37])=[C:29]([S:33]([N:11]2[CH2:16][CH2:15][C:14]3([C:24]4[C:19](=[CH:20][CH:21]=[CH:22][CH:23]=4)[NH:18][C:17]3=[O:25])[CH2:13][CH2:12]2)(=[O:35])=[O:34])[CH:30]=[CH:31][CH:32]=1, predict the reactants needed to synthesize it. (2) Given the product [CH3:30][C:31]1([CH3:18])[C:33]2[S:10][C:9]([NH:8][C:6](=[O:7])[O:5][C:1]([CH3:2])([CH3:3])[CH3:4])=[N:13][C:12]=2[C:14](=[O:15])[O:32]1, predict the reactants needed to synthesize it. The reactants are: [C:1]([O:5][C:6]([NH:8][C:9]1[S:10]C=[C:12]([C:14](OC)=[O:15])[N:13]=1)=[O:7])([CH3:4])([CH3:3])[CH3:2].[CH:18](NC(C)C)(C)C.C([Li])CCC.[CH3:30][C:31]([CH3:33])=[O:32]. (3) Given the product [Br:1][C:2]1[C:3]2[CH2:4][CH2:5][CH2:6][CH2:7][NH:12][C:8]=2[CH:9]=[CH:10][CH:11]=1, predict the reactants needed to synthesize it. The reactants are: [Br:1][C:2]1[CH:11]=[CH:10][CH:9]=[C:8]2[C:3]=1[CH2:4][CH2:5][CH2:6]/[C:7]/2=[N:12]\O.CC(C[AlH]CC(C)C)C.CCCCCC.[F-].[Na+].Cl. (4) The reactants are: [Br:1]N1C(=O)CCC1=O.[NH2:9][C:10]1[CH:19]=[CH:18][C:17]([I:20])=[CH:16][C:11]=1[C:12]([O:14][CH3:15])=[O:13]. Given the product [NH2:9][C:10]1[C:19]([Br:1])=[CH:18][C:17]([I:20])=[CH:16][C:11]=1[C:12]([O:14][CH3:15])=[O:13], predict the reactants needed to synthesize it. (5) Given the product [F:1][C:2]1[C:11]([F:12])=[CH:10][CH:9]=[C:8]2[C:3]=1[C:4](=[O:51])[NH:5][C:6]([C:13]([NH:15][CH2:16][C:17]1[CH:22]=[CH:21][CH:20]=[C:19]([O:23][CH2:24][CH2:25][O:26][C:27]3[N:31]=[CH:30][NH:29][N:28]=3)[CH:18]=1)=[O:14])=[N:7]2, predict the reactants needed to synthesize it. The reactants are: [F:1][C:2]1[C:11]([F:12])=[CH:10][CH:9]=[C:8]2[C:3]=1[C:4](=[O:51])[NH:5][C:6]([C:13]([NH:15][CH2:16][C:17]1[CH:22]=[CH:21][CH:20]=[C:19]([O:23][CH2:24][CH2:25][O:26][C:27]3[N:31]=[CH:30][N:29](C(C4C=CC=CC=4)(C4C=CC=CC=4)C4C=CC=CC=4)[N:28]=3)[CH:18]=1)=[O:14])=[N:7]2.FC(F)(F)C(O)=O.C([SiH](CC)CC)C.